This data is from CYP2C19 inhibition data for predicting drug metabolism from PubChem BioAssay. The task is: Regression/Classification. Given a drug SMILES string, predict its absorption, distribution, metabolism, or excretion properties. Task type varies by dataset: regression for continuous measurements (e.g., permeability, clearance, half-life) or binary classification for categorical outcomes (e.g., BBB penetration, CYP inhibition). Dataset: cyp2c19_veith. (1) The compound is Cc1oc2c(O)c(O)ccc2c(=O)c1-c1cnn(-c2ccccc2)c1. The result is 1 (inhibitor). (2) The molecule is C=CCn1c(=O)c2c(nc(-c3ccc(S(=O)(=O)O)cc3)n2C)n(C)c1=O. The result is 0 (non-inhibitor). (3) The molecule is Cc1cc(C)nc(SCC(=O)N/N=C\c2sccc2C)n1. The result is 1 (inhibitor). (4) The molecule is COc1cccc(C2C3(C#N)C(N)=NC(OC)(OC)C23C#N)c1. The result is 1 (inhibitor). (5) The molecule is CN(C)c1ncc2ncc(=O)n(C[C@H]3CCCO3)c2n1. The result is 0 (non-inhibitor). (6) The drug is C1CCC(N=C(NC23CC4CC(CC(C4)C2)C3)N2CCOCC2)CC1.Cl. The result is 0 (non-inhibitor). (7) The result is 1 (inhibitor). The drug is Cc1ccc2cc3cc(C(=O)N4CCC5(CC4)OCCO5)oc3nc2c1. (8) The drug is COc1ccc(-c2cc(C(=O)Nc3nc4c(C)cccc4s3)c3ccccc3n2)cc1OC. The result is 1 (inhibitor). (9) The compound is COc1ccc(CNC(=O)C2CSC(=O)C2)cc1. The result is 0 (non-inhibitor). (10) The drug is CC(C)=NOC[C@@H](O)[C@@H]1O[C@@H]2OC(C)(C)O[C@@H]2[C@H]1O. The result is 0 (non-inhibitor).